From a dataset of Forward reaction prediction with 1.9M reactions from USPTO patents (1976-2016). Predict the product of the given reaction. (1) Given the reactants [CH3:1][N:2]([CH3:12])[C:3]1[CH:11]=[CH:10][C:6]([C:7](Cl)=[O:8])=[CH:5][CH:4]=1.[NH2:13][C:14]1[CH:15]=[C:16]([CH2:20][CH2:21][CH2:22][CH:23]([CH2:28][CH2:29][C:30]2[CH:35]=[CH:34][CH:33]=[CH:32][CH:31]=2)[C:24]([O:26][CH3:27])=[O:25])[CH:17]=[CH:18][CH:19]=1.CCN(C(C)C)C(C)C.O, predict the reaction product. The product is: [CH3:1][N:2]([CH3:12])[C:3]1[CH:11]=[CH:10][C:6]([C:7]([NH:13][C:14]2[CH:15]=[C:16]([CH2:20][CH2:21][CH2:22][CH:23]([CH2:28][CH2:29][C:30]3[CH:31]=[CH:32][CH:33]=[CH:34][CH:35]=3)[C:24]([O:26][CH3:27])=[O:25])[CH:17]=[CH:18][CH:19]=2)=[O:8])=[CH:5][CH:4]=1. (2) Given the reactants ClCCl.[Cl:4][C:5]1[CH:6]=[C:7]([N:11]([O:25][CH:26]2[CH2:31][CH2:30][CH2:29][CH2:28][O:27]2)[C:12]([C:14]2[O:15][C:16]3[C:23]([NH2:24])=[CH:22][CH:21]=[CH:20][C:17]=3[C:18]=2O)=[NH:13])[CH:8]=[CH:9][CH:10]=1.[C:32](OC(=O)C)(=[O:34])[CH3:33], predict the reaction product. The product is: [Cl:4][C:5]1[CH:6]=[C:7]([N:11]([O:25][CH:26]2[CH2:31][CH2:30][CH2:29][CH2:28][O:27]2)[C:12]([C:14]2[O:15][C:16]3[C:23]([NH:24][C:32](=[O:34])[CH3:33])=[CH:22][CH:21]=[CH:20][C:17]=3[CH:18]=2)=[NH:13])[CH:8]=[CH:9][CH:10]=1. (3) Given the reactants C[O:2][C:3](=[O:18])[C:4]1[CH:9]=[CH:8][CH:7]=[N:6][C:5]=1[CH:10]=[CH:11][C:12]1[CH:17]=[CH:16][CH:15]=[CH:14][CH:13]=1.[OH-].[Na+], predict the reaction product. The product is: [CH:10]([C:5]1[N:6]=[CH:7][CH:8]=[CH:9][C:4]=1[C:3]([OH:18])=[O:2])=[CH:11][C:12]1[CH:13]=[CH:14][CH:15]=[CH:16][CH:17]=1. (4) Given the reactants [NH2:1][C:2]1[CH:7]=[CH:6][CH:5]=[CH:4][CH:3]=1.[CH3:8][C:9]([CH3:13])(O)[C:10]#[N:11], predict the reaction product. The product is: [CH3:8][C:9]([NH:1][C:2]1[CH:7]=[CH:6][CH:5]=[CH:4][CH:3]=1)([CH3:13])[C:10]#[N:11]. (5) Given the reactants C(S[C:4]1[S:8][CH:7]=[N:6][C:5]=1[C:9]1[N:21]([CH3:22])[C:12]2[CH:13]=[N:14][C:15]([C:17]([F:20])([F:19])[F:18])=[CH:16][C:11]=2[N:10]=1)C.[CH:23]1C=C(Cl)C=C(C(OO)=O)[CH:24]=1.C([O-])([O-])=O.[Na+].[Na+].[O-:40][S:41]([O-:43])=O.[Na+].[Na+], predict the reaction product. The product is: [CH2:23]([S:41]([C:4]1[S:8][CH:7]=[N:6][C:5]=1[C:9]1[N:21]([CH3:22])[C:12]2[CH:13]=[N:14][C:15]([C:17]([F:20])([F:18])[F:19])=[CH:16][C:11]=2[N:10]=1)(=[O:43])=[O:40])[CH3:24]. (6) The product is: [CH2:8]([S:10][C:11]1[CH:17]=[CH:16][C:14]([N:15]2[CH2:6][CH2:5][NH:4][CH2:3][CH2:2]2)=[CH:13][CH:12]=1)[CH3:9]. Given the reactants Cl[CH2:2][CH2:3][NH:4][CH2:5][CH2:6]Cl.[CH2:8]([S:10][C:11]1[CH:17]=[CH:16][C:14]([NH2:15])=[CH:13][CH:12]=1)[CH3:9], predict the reaction product.